From a dataset of Peptide-MHC class II binding affinity with 134,281 pairs from IEDB. Regression. Given a peptide amino acid sequence and an MHC pseudo amino acid sequence, predict their binding affinity value. This is MHC class II binding data. (1) The peptide sequence is YEDAKSPLTASKLTY. The MHC is HLA-DQA10201-DQB10202 with pseudo-sequence HLA-DQA10201-DQB10202. The binding affinity (normalized) is 0.0293. (2) The peptide sequence is SSYAATEVANAAAGQ. The MHC is HLA-DPA10201-DPB11401 with pseudo-sequence HLA-DPA10201-DPB11401. The binding affinity (normalized) is 0.0778.